This data is from Full USPTO retrosynthesis dataset with 1.9M reactions from patents (1976-2016). The task is: Predict the reactants needed to synthesize the given product. (1) Given the product [Cl:21][C:22]1[CH:23]=[CH:24][C:25]([NH:28][C:29]2[C:32](=[O:33])[C:31](=[O:35])[C:30]=2[NH:15][CH2:14][CH2:13][NH:12][C:10]2[CH:9]=[C:8]([N:16]3[CH2:17][CH2:18][CH2:19][CH2:20]3)[N:7]=[C:6]([N:1]3[CH2:5][CH2:4][CH2:3][CH2:2]3)[N:11]=2)=[CH:26][CH:27]=1, predict the reactants needed to synthesize it. The reactants are: [N:1]1([C:6]2[N:11]=[C:10]([NH:12][CH2:13][CH2:14][NH2:15])[CH:9]=[C:8]([N:16]3[CH2:20][CH2:19][CH2:18][CH2:17]3)[N:7]=2)[CH2:5][CH2:4][CH2:3][CH2:2]1.[Cl:21][C:22]1[CH:27]=[CH:26][C:25]([NH:28][C:29]2[C:30](=O)[C:31](=[O:35])[C:32]=2[O:33]C)=[CH:24][CH:23]=1. (2) Given the product [NH2:22][C:23]1[CH:28]=[C:27]([C:10]2[C:2]([Cl:1])=[C:3]3[C:7](=[CH:8][CH:9]=2)[N:6]([CH3:20])[C:5](=[O:21])[CH2:4]3)[CH:26]=[N:25][CH:24]=1, predict the reactants needed to synthesize it. The reactants are: [Cl:1][C:2]1[C:10](B2OC(C)(C)C(C)(C)O2)=[CH:9][CH:8]=[C:7]2[C:3]=1[CH2:4][C:5](=[O:21])[N:6]2[CH3:20].[NH2:22][C:23]1[CH:24]=[N:25][CH:26]=[C:27](Br)[CH:28]=1.P([O-])([O-])([O-])=O.[K+].[K+].[K+].CN(C=O)C. (3) Given the product [CH2:1]([N:5]([C@H:6]([C:9]1[CH:10]=[CH:11][CH:12]=[CH:13][CH:14]=1)[CH:7]=[CH2:8])[C:22](=[O:29])[C:23]1[CH:28]=[CH:27][CH:26]=[CH:25][CH:24]=1)[CH:2]([CH3:3])[CH3:4], predict the reactants needed to synthesize it. The reactants are: [CH2:1]([NH:5][C@H:6]([C:9]1[CH:14]=[CH:13][CH:12]=[CH:11][CH:10]=1)[CH:7]=[CH2:8])[CH:2]([CH3:4])[CH3:3].C(NC(C)C)(C)C.[C:22](Cl)(=[O:29])[C:23]1[CH:28]=[CH:27][CH:26]=[CH:25][CH:24]=1.